Dataset: Peptide-MHC class I binding affinity with 185,985 pairs from IEDB/IMGT. Task: Regression. Given a peptide amino acid sequence and an MHC pseudo amino acid sequence, predict their binding affinity value. This is MHC class I binding data. (1) The peptide sequence is LERIKANIF. The MHC is HLA-A02:01 with pseudo-sequence HLA-A02:01. The binding affinity (normalized) is 0.0847. (2) The MHC is HLA-B08:02 with pseudo-sequence HLA-B08:02. The peptide sequence is ALFDRPAFK. The binding affinity (normalized) is 0.0847.